Dataset: Full USPTO retrosynthesis dataset with 1.9M reactions from patents (1976-2016). Task: Predict the reactants needed to synthesize the given product. (1) Given the product [C:10]([C:9]1[CH:12]=[C:5]([CH:6]=[CH:7][C:8]=1[O:13][C:14]1[CH:19]=[CH:18][CH:17]=[C:16]([C:20]([F:21])([F:22])[F:23])[CH:15]=1)[CH2:4][O:3][C:25]1[CH:26]=[C:27]2[N:34]([C:35]([O:37][C:38]([CH3:41])([CH3:40])[CH3:39])=[O:36])[CH2:33][CH2:32][N:28]2[C:29](=[O:31])[N:30]=1)#[N:11], predict the reactants needed to synthesize it. The reactants are: [H-].[Na+].[OH:3][CH2:4][C:5]1[CH:6]=[CH:7][C:8]([O:13][C:14]2[CH:19]=[CH:18][CH:17]=[C:16]([C:20]([F:23])([F:22])[F:21])[CH:15]=2)=[C:9]([CH:12]=1)[C:10]#[N:11].Cl[C:25]1[CH:26]=[C:27]2[N:34]([C:35]([O:37][C:38]([CH3:41])([CH3:40])[CH3:39])=[O:36])[CH2:33][CH2:32][N:28]2[C:29](=[O:31])[N:30]=1. (2) Given the product [ClH:1].[Cl:1][C:2]1[CH:10]=[CH:9][C:8]2[N:7]([CH3:11])[CH2:6][CH:5]3[CH2:12][NH:13][CH2:14][CH2:15][C:3]=1[C:4]=23, predict the reactants needed to synthesize it. The reactants are: [Cl:1][C:2]1[CH:10]=[CH:9][C:8]2[N:7]([CH3:11])[CH2:6][CH:5]3[CH2:12][N:13](C(OC(C)(C)C)=O)[CH2:14][CH2:15][C:3]=1[C:4]=23.Cl.C(OCC)(=O)C.C(=O)(O)[O-].[Na+]. (3) Given the product [C:1]([O:5][C:6](=[O:22])[CH:7]([N:8]=[C:9]([C:10]1[CH:11]=[CH:12][CH:13]=[CH:14][CH:15]=1)[C:16]1[CH:17]=[CH:18][CH:19]=[CH:20][CH:21]=1)[CH2:37][CH2:36][CH:35]=[CH2:34])([CH3:4])([CH3:2])[CH3:3], predict the reactants needed to synthesize it. The reactants are: [C:1]([O:5][C:6](=[O:22])[CH2:7][N:8]=[C:9]([C:16]1[CH:21]=[CH:20][CH:19]=[CH:18][CH:17]=1)[C:10]1[CH:15]=[CH:14][CH:13]=[CH:12][CH:11]=1)([CH3:4])([CH3:3])[CH3:2].C[Si]([N-][Si](C)(C)C)(C)C.[Na+].Br[CH2:34][CH2:35][CH:36]=[CH2:37]. (4) Given the product [F:37][C:38]1([F:44])[CH2:43][CH2:42][CH2:41][N:40]([C:2]2[CH:3]=[C:4]([CH:33]=[CH:34][CH:35]=2)[CH2:5][N:6]2[C:10]3[CH:11]=[C:12]([O:15][CH2:16][C:17]4[CH:22]=[CH:21][C:20]([CH3:23])=[CH:19][N:18]=4)[CH:13]=[CH:14][C:9]=3[N:8]=[C:7]2[C@H:24]2[CH2:29][CH2:28][CH2:27][CH2:26][C@H:25]2[C:30]([OH:32])=[O:31])[CH2:39]1, predict the reactants needed to synthesize it. The reactants are: Br[C:2]1[CH:3]=[C:4]([CH:33]=[CH:34][CH:35]=1)[CH2:5][N:6]1[C:10]2[CH:11]=[C:12]([O:15][CH2:16][C:17]3[CH:22]=[CH:21][C:20]([CH3:23])=[CH:19][N:18]=3)[CH:13]=[CH:14][C:9]=2[N:8]=[C:7]1[C@H:24]1[CH2:29][CH2:28][CH2:27][CH2:26][C@H:25]1[C:30]([OH:32])=[O:31].Cl.[F:37][C:38]1([F:44])[CH2:43][CH2:42][CH2:41][NH:40][CH2:39]1. (5) Given the product [F:1][C:2]1[C:3]([C:23]([OH:25])=[O:24])=[N:4][CH:5]=[CH:6][C:7]=1[S:8][C:9]1[S:13][C:12]([NH:14][C:15]2[CH:20]=[CH:19][C:18]([CH2:21][OH:22])=[CH:17][N:16]=2)=[N:11][CH:10]=1, predict the reactants needed to synthesize it. The reactants are: [F:1][C:2]1[C:3]([C:23]([O:25]C)=[O:24])=[N:4][CH:5]=[CH:6][C:7]=1[S:8][C:9]1[S:13][C:12]([NH:14][C:15]2[CH:20]=[CH:19][C:18]([CH2:21][OH:22])=[CH:17][N:16]=2)=[N:11][CH:10]=1.[OH-].[Na+].O.Cl. (6) Given the product [CH3:1][N:2]([CH:28]1[CH2:33][CH2:32][N:31]([CH3:34])[CH2:30][CH2:29]1)[C:3]1[N:11]=[C:10]2[C:6]([N:7]=[CH:8][N:9]2[C:12]2[N:61]=[CH:57][S:58][CH:17]=2)=[C:5]([NH:18][C:19]2[CH:24]=[CH:23][C:22]([C:25](=[O:27])[CH3:26])=[CH:21][CH:20]=2)[N:4]=1, predict the reactants needed to synthesize it. The reactants are: [CH3:1][N:2]([CH:28]1[CH2:33][CH2:32][N:31]([CH3:34])[CH2:30][CH2:29]1)[C:3]1[N:11]=[C:10]2[C:6]([N:7]=[CH:8][N:9]2[CH:12]2[CH2:17]CCCO2)=[C:5]([NH:18][C:19]2[CH:24]=[CH:23][C:22]([C:25](=[O:27])[CH3:26])=[CH:21][CH:20]=2)[N:4]=1.C(O)(C(F)(F)F)=O.P([O-])([O-])([O-])=O.[K+].[K+].[K+].CNCCNC.I[C:57]1[S:58]C=C[N:61]=1. (7) The reactants are: [Cl:1][C:2]1[N:3]=[C:4]([N:14]2[CH2:19][CH2:18][O:17][CH2:16][CH2:15]2)[C:5]2[S:10][C:9]([CH2:11][NH:12][CH3:13])=[CH:8][C:6]=2[N:7]=1.[F:20][C:21]1[CH:28]=[C:27]([F:29])[CH:26]=[CH:25][C:22]=1[CH:23]=O. Given the product [Cl:1][C:2]1[N:3]=[C:4]([N:14]2[CH2:19][CH2:18][O:17][CH2:16][CH2:15]2)[C:5]2[S:10][C:9]([CH2:11][NH:12][CH2:13][CH2:23][C:22]3[CH:25]=[CH:26][C:27]([F:29])=[CH:28][C:21]=3[F:20])=[CH:8][C:6]=2[N:7]=1, predict the reactants needed to synthesize it. (8) Given the product [C:1]([O:9][C@@H:10]1[C@H:14]([O:15][C:16](=[O:23])[C:17]2[CH:22]=[CH:21][CH:20]=[CH:19][CH:18]=2)[C@@H:13]([C:24]([NH:26][CH2:27][CH3:28])=[O:25])[O:12][C@H:11]1[N:29]1[CH:37]=[N:36][C:35]2[C:30]1=[N:31][C:32]([I:39])=[N:33][C:34]=2[NH:46][CH:40]1[CH2:45][CH2:44][CH2:43][CH2:42][CH2:41]1)(=[O:8])[C:2]1[CH:7]=[CH:6][CH:5]=[CH:4][CH:3]=1, predict the reactants needed to synthesize it. The reactants are: [C:1]([O:9][C@@H:10]1[C@H:14]([O:15][C:16](=[O:23])[C:17]2[CH:22]=[CH:21][CH:20]=[CH:19][CH:18]=2)[C@@H:13]([C:24]([NH:26][CH2:27][CH3:28])=[O:25])[O:12][C@H:11]1[N:29]1[CH:37]=[N:36][C:35]2[C:30]1=[N:31][C:32]([I:39])=[N:33][C:34]=2Cl)(=[O:8])[C:2]1[CH:7]=[CH:6][CH:5]=[CH:4][CH:3]=1.[CH:40]1([NH2:46])[CH2:45][CH2:44][CH2:43][CH2:42][CH2:41]1. (9) Given the product [C:18]1([S:15]([N:4]2[C:5]3=[N:6][CH:7]=[C:8]([C:11]([O:13][CH3:14])=[O:12])[CH:9]=[C:10]3[C:2]([B:24]3[O:28][C:27]([CH3:30])([CH3:29])[C:26]([CH3:32])([CH3:31])[O:25]3)=[CH:3]2)(=[O:17])=[O:16])[CH:23]=[CH:22][CH:21]=[CH:20][CH:19]=1, predict the reactants needed to synthesize it. The reactants are: Br[C:2]1[C:10]2[C:5](=[N:6][CH:7]=[C:8]([C:11]([O:13][CH3:14])=[O:12])[CH:9]=2)[N:4]([S:15]([C:18]2[CH:23]=[CH:22][CH:21]=[CH:20][CH:19]=2)(=[O:17])=[O:16])[CH:3]=1.[B:24]1([B:24]2[O:28][C:27]([CH3:30])([CH3:29])[C:26]([CH3:32])([CH3:31])[O:25]2)[O:28][C:27]([CH3:30])([CH3:29])[C:26]([CH3:32])([CH3:31])[O:25]1.C1(P(C2CCCCC2)C2CCCCC2)CCCCC1.C([O-])(=O)C.[K+].